Dataset: Experimentally validated miRNA-target interactions with 360,000+ pairs, plus equal number of negative samples. Task: Binary Classification. Given a miRNA mature sequence and a target amino acid sequence, predict their likelihood of interaction. The miRNA is hsa-miR-4474-5p with sequence UUAGUCUCAUGAUCAGACACA. Result: 0 (no interaction). The protein sequence of the target gene is MAVDIQYSYSSMAPSLRRERFTFKISPKLSKPLRPCIQLGSKDEASGMVAPAVQEKKVKKRVSFADNQGLALTMVKVFSEFDDPLDIPFNITELLDNIVSLTTAESESFVLDFPQPSADYLDFRNRLQTNHVCLENCVLKDKAIAGTVKVQNLAFEKVVKIRMTFDTWKSFTDFPCQYVKDTYAGSDRDTFSFDISLPEKIQSYERMEFAVCYECNGQAYWDSNKGKNYRITRAELRSSPGKIEPYNGPDFGISFDQFGSPRCSFGLFPEWPSYLGYEKLGPYY.